Regression. Given a peptide amino acid sequence and an MHC pseudo amino acid sequence, predict their binding affinity value. This is MHC class I binding data. From a dataset of Peptide-MHC class I binding affinity with 185,985 pairs from IEDB/IMGT. (1) The peptide sequence is MEIYIWDHD. The MHC is HLA-A31:01 with pseudo-sequence HLA-A31:01. The binding affinity (normalized) is 0.0847. (2) The peptide sequence is SEHFSLLFL. The MHC is HLA-B18:01 with pseudo-sequence HLA-B18:01. The binding affinity (normalized) is 0.463. (3) The binding affinity (normalized) is 0. The MHC is HLA-B40:02 with pseudo-sequence HLA-B40:02. The peptide sequence is YPGIKVRQL. (4) The peptide sequence is DGFGVHLAF. The MHC is HLA-B57:01 with pseudo-sequence HLA-B57:01. The binding affinity (normalized) is 0.0847. (5) The peptide sequence is AMAETGCDA. The MHC is HLA-A69:01 with pseudo-sequence HLA-A69:01. The binding affinity (normalized) is 0.0847. (6) The peptide sequence is RVDFCGKGY. The MHC is HLA-A02:01 with pseudo-sequence HLA-A02:01. The binding affinity (normalized) is 0.0847. (7) The peptide sequence is SAIPPSRSM. The MHC is Mamu-A02 with pseudo-sequence Mamu-A02. The binding affinity (normalized) is 0.604. (8) The peptide sequence is MQQAYQCIV. The MHC is HLA-A02:03 with pseudo-sequence HLA-A02:03. The binding affinity (normalized) is 0.601. (9) The peptide sequence is SMMGFKMNY. The MHC is Patr-B0101 with pseudo-sequence Patr-B0101. The binding affinity (normalized) is 0. (10) The peptide sequence is QEGKPLEATVI. The MHC is Mamu-B17 with pseudo-sequence Mamu-B17. The binding affinity (normalized) is 0.